From a dataset of Forward reaction prediction with 1.9M reactions from USPTO patents (1976-2016). Predict the product of the given reaction. Given the reactants [Cl:1][C:2]1[CH:7]=[CH:6][C:5]([C:8]2[CH:9]=[C:10]3[C:14](=[C:15]([C:17]([NH2:19])=[O:18])[CH:16]=2)[NH:13][CH:12]=[C:11]3[C:20]2[CH2:21][CH2:22][N:23](CC3C=CC=CC=3)[CH2:24][CH:25]=2)=[CH:4][CH:3]=1, predict the reaction product. The product is: [Cl:1][C:2]1[CH:3]=[CH:4][C:5]([C:8]2[CH:9]=[C:10]3[C:14](=[C:15]([C:17]([NH2:19])=[O:18])[CH:16]=2)[NH:13][CH:12]=[C:11]3[CH:20]2[CH2:21][CH2:22][NH:23][CH2:24][CH2:25]2)=[CH:6][CH:7]=1.